From a dataset of TCR-epitope binding with 47,182 pairs between 192 epitopes and 23,139 TCRs. Binary Classification. Given a T-cell receptor sequence (or CDR3 region) and an epitope sequence, predict whether binding occurs between them. (1) The epitope is LLSAGIFGA. The TCR CDR3 sequence is CASRPGLAGGLQETQYF. Result: 0 (the TCR does not bind to the epitope). (2) The epitope is LLQTGIHVRVSQPSL. The TCR CDR3 sequence is CASSLTGTGGNTEAFF. Result: 1 (the TCR binds to the epitope). (3) The epitope is KRWIILGLNK. The TCR CDR3 sequence is CSAMGGGPYEQYF. Result: 1 (the TCR binds to the epitope). (4) The epitope is LLWNGPMAV. The TCR CDR3 sequence is CATSSGTGAYEQYF. Result: 1 (the TCR binds to the epitope). (5) The epitope is RPRGEVRFL. The TCR CDR3 sequence is CASSQVWRRDYNEQFF. Result: 0 (the TCR does not bind to the epitope). (6) The epitope is DRFYKTLRAEQASQEV. The TCR CDR3 sequence is CASSRTGGPSYEQYF. Result: 1 (the TCR binds to the epitope). (7) The epitope is SSNVANYQK. The TCR CDR3 sequence is CSARVGERAVNTGELFF. Result: 0 (the TCR does not bind to the epitope). (8) The epitope is FLPRVFSAV. The TCR CDR3 sequence is CASSLGASATNEKLFF. Result: 1 (the TCR binds to the epitope). (9) The epitope is RPRGEVRFL. The TCR CDR3 sequence is CASTQDHGADTQYF. Result: 0 (the TCR does not bind to the epitope).